This data is from Reaction yield outcomes from USPTO patents with 853,638 reactions. The task is: Predict the reaction yield, written as a fraction of the theoretical maximum amount of product (1.0 means a 100% yield; for example, 0.34 means a 34% yield). (1) The reactants are [C:1]([O:4][C:5](=[O:7])[CH3:6])(=O)[CH3:2].[NH2:8][C:9]1[C:18]2[C:13](=[CH:14][CH:15]=[CH:16][CH:17]=2)[C:12](CCO)=[C:11]([N+:22]([O-:24])=[O:23])[CH:10]=1. The catalyst is N1C=CC=CC=1.CCOC(C)=O. The product is [C:5]([O:4][CH2:1][CH2:2][C:12]1[C:13]2[C:18](=[CH:17][CH:16]=[CH:15][CH:14]=2)[C:9]([NH2:8])=[CH:10][C:11]=1[N+:22]([O-:24])=[O:23])(=[O:7])[CH3:6]. The yield is 0.260. (2) The reactants are [Cl:1][C:2]1[N:7]=[CH:6][C:5]([CH2:8][NH:9][C:10](=O)[C:11]2[CH:16]=[CH:15][C:14](/[CH:17]=[CH:18]/[CH:19]([C:24]3[CH:29]=[C:28]([Cl:30])[CH:27]=[C:26]([Cl:31])[CH:25]=3)[C:20]([F:23])([F:22])[F:21])=[CH:13][C:12]=2[CH3:32])=[CH:4][CH:3]=1.COC1C=CC(P2(SP(C3C=CC(OC)=CC=3)(=S)S2)=[S:43])=CC=1. The catalyst is C1(C)C=CC=CC=1. The product is [Cl:1][C:2]1[N:7]=[CH:6][C:5]([CH2:8][NH:9][C:10](=[S:43])[C:11]2[CH:16]=[CH:15][C:14](/[CH:17]=[CH:18]/[CH:19]([C:24]3[CH:29]=[C:28]([Cl:30])[CH:27]=[C:26]([Cl:31])[CH:25]=3)[C:20]([F:23])([F:22])[F:21])=[CH:13][C:12]=2[CH3:32])=[CH:4][CH:3]=1. The yield is 0.490. (3) The reactants are [C:1]([O:5][C:6]([N:8]1[CH2:13][CH2:12][C:11](=O)[CH2:10][CH2:9]1)=[O:7])([CH3:4])([CH3:3])[CH3:2].CO.[CH3:17][NH2:18]. The catalyst is [Pd]. The product is [C:1]([O:5][C:6]([N:8]1[CH2:13][CH2:12][CH:11]([CH2:17][NH2:18])[CH2:10][CH2:9]1)=[O:7])([CH3:4])([CH3:3])[CH3:2]. The yield is 0.935. (4) The reactants are [CH3:1][C:2]1[CH:15]=[C:14]([S:16][CH3:17])[C:13]2[C:4](=[C:5]3[C:10](=[CH:11][CH:12]=2)[CH:9]=[CH:8][CH:7]=[N:6]3)[N:3]=1.C.[O:19]1CCOCC1. The catalyst is O. The product is [CH3:17][S:16][C:14]1[C:13]2[C:4](=[C:5]3[C:10](=[CH:11][CH:12]=2)[CH:9]=[CH:8][CH:7]=[N:6]3)[N:3]=[C:2]([CH:1]=[O:19])[CH:15]=1. The yield is 0.410. (5) The reactants are [CH2:1]([N:3]1[C:12]2[CH:11]=[CH:10][C:9](I)=[CH:8][C:7]=2[C:6]2=[N:14][N:15]([CH:18]3[CH2:23][CH2:22][CH2:21][CH2:20][O:19]3)[C:16]([CH3:17])=[C:5]2[C:4]1=[O:24])[CH3:2].C(=O)([O-])[O-].[Na+].[Na+].[CH:31]([C:33]1[S:37][C:36](B(O)O)=[CH:35][CH:34]=1)=[O:32]. The catalyst is C1COCC1.C(O)C.CCOC(C)=O.[Pd].C1(P(C2C=CC=CC=2)C2C=CC=CC=2)C=CC=CC=1.C1(P(C2C=CC=CC=2)C2C=CC=CC=2)C=CC=CC=1.C1(P(C2C=CC=CC=2)C2C=CC=CC=2)C=CC=CC=1.C1(P(C2C=CC=CC=2)C2C=CC=CC=2)C=CC=CC=1. The product is [CH2:1]([N:3]1[C:12]2[CH:11]=[CH:10][C:9]([C:36]3[S:37][C:33]([CH:31]=[O:32])=[CH:34][CH:35]=3)=[CH:8][C:7]=2[C:6]2=[N:14][N:15]([CH:18]3[CH2:23][CH2:22][CH2:21][CH2:20][O:19]3)[C:16]([CH3:17])=[C:5]2[C:4]1=[O:24])[CH3:2]. The yield is 0.580. (6) The reactants are Br[C:2]1[CH:7]=[CH:6][N:5]=[C:4]([NH2:8])[C:3]=1[N+:9]([O-:11])=[O:10].[F:12][C:13]1[CH:18]=[CH:17][CH:16]=[CH:15][C:14]=1B(O)O.C([O-])([O-])=O.[Na+].[Na+].O. The catalyst is C1(C)C=CC=CC=1.C1C=CC([P]([Pd]([P](C2C=CC=CC=2)(C2C=CC=CC=2)C2C=CC=CC=2)([P](C2C=CC=CC=2)(C2C=CC=CC=2)C2C=CC=CC=2)[P](C2C=CC=CC=2)(C2C=CC=CC=2)C2C=CC=CC=2)(C2C=CC=CC=2)C2C=CC=CC=2)=CC=1.CCO. The product is [F:12][C:13]1[CH:18]=[CH:17][CH:16]=[CH:15][C:14]=1[C:2]1[CH:7]=[CH:6][N:5]=[C:4]([NH2:8])[C:3]=1[N+:9]([O-:11])=[O:10]. The yield is 0.749. (7) The reactants are [F:1][C:2]1[CH:3]=[C:4]([CH:16]=[CH:17][C:18]=1[F:19])[O:5][C:6]1[N:11]=[CH:10][C:9]([CH2:12][C:13]([OH:15])=[O:14])=[CH:8][CH:7]=1.S(=O)(=O)(O)O.C([O-])([O-])=O.[Na+].[Na+].[CH2:31](O)[CH3:32]. No catalyst specified. The product is [F:1][C:2]1[CH:3]=[C:4]([CH:16]=[CH:17][C:18]=1[F:19])[O:5][C:6]1[N:11]=[CH:10][C:9]([CH2:12][C:13]([O:15][CH2:31][CH3:32])=[O:14])=[CH:8][CH:7]=1. The yield is 0.780. (8) The reactants are C1COCC1.[H][H].[C:8]([C:12]1[CH:17]=[C:16]([C:18]([CH3:21])([CH3:20])[CH3:19])[C:15](=[O:22])[C:14](=[O:23])[C:13]=1[N+:24]([O-:26])=[O:25])([CH3:11])([CH3:10])[CH3:9].[O-]S(S([O-])=O)=O.[Na+].[Na+]. The catalyst is CCOC(C)=O. The product is [C:8]([C:12]1[C:13]([N+:24]([O-:26])=[O:25])=[C:14]([OH:23])[C:15]([OH:22])=[C:16]([C:18]([CH3:19])([CH3:20])[CH3:21])[CH:17]=1)([CH3:9])([CH3:10])[CH3:11]. The yield is 0.740. (9) The reactants are [F:1][C:2]1[CH:7]=[C:6]([N+:8]([O-:10])=[O:9])[CH:5]=[CH:4][C:3]=1[OH:11].[C:12]([O:16][C:17]([N:19]1[CH2:24][CH2:23][CH:22]([N:25]2[C:29]3=[N:30][CH:31]=[N:32][C:33](Cl)=[C:28]3[CH:27]=[N:26]2)[CH2:21][CH2:20]1)=[O:18])([CH3:15])([CH3:14])[CH3:13].C(=O)([O-])[O-].[K+].[K+].C(=O)([O-])[O-].[Na+].[Na+]. The catalyst is CN(C)C=O. The product is [C:12]([O:16][C:17]([N:19]1[CH2:20][CH2:21][CH:22]([N:25]2[C:29]3=[N:30][CH:31]=[N:32][C:33]([O:11][C:3]4[CH:4]=[CH:5][C:6]([N+:8]([O-:10])=[O:9])=[CH:7][C:2]=4[F:1])=[C:28]3[CH:27]=[N:26]2)[CH2:23][CH2:24]1)=[O:18])([CH3:15])([CH3:13])[CH3:14]. The yield is 0.150.